Task: Predict the reaction yield, written as a fraction of the theoretical maximum amount of product (1.0 means a 100% yield; for example, 0.34 means a 34% yield).. Dataset: Reaction yield outcomes from USPTO patents with 853,638 reactions (1) The reactants are [CH3:1][S:2][C:3]1[N:8]=[CH:7][N:6]=[C:5]([C:9]2[C:10]([NH2:15])=[N:11][NH:12][C:13]=2[NH2:14])[CH:4]=1.C(O[CH:19]=[C:20]([CH3:23])[CH:21]=O)C.C(O)(=[O:26])C.ClC1C=CC=C(C(OO)=O)C=1. The catalyst is C(O)(C)C.C(OCC)(=O)C.[OH-].[Na+]. The product is [CH3:23][C:20]1[CH:19]=[N:14][C:13]2[N:12]([N:11]=[C:10]([NH2:15])[C:9]=2[C:5]2[CH:4]=[C:3]([S:2]([CH3:1])=[O:26])[N:8]=[CH:7][N:6]=2)[CH:21]=1. The yield is 0.300. (2) The yield is 0.790. The catalyst is CC#N. The product is [CH3:38][S:39]([OH:42])(=[O:41])=[O:40].[Cl:1][C:2]1[C:7]([C:8]2[C:9](=[O:25])[N:10]([CH2:23][CH3:24])[C:11]3[C:16]([CH:17]=2)=[CH:15][N:14]=[C:13]([NH:18][CH2:19][CH2:20][O:21][CH3:22])[CH:12]=3)=[CH:6][C:5]([NH:26][C:27]([NH:29][C:30]2[CH:35]=[CH:34][CH:33]=[CH:32][C:31]=2[F:36])=[O:28])=[C:4]([F:37])[CH:3]=1. The reactants are [Cl:1][C:2]1[C:7]([C:8]2[C:9](=[O:25])[N:10]([CH2:23][CH3:24])[C:11]3[C:16]([CH:17]=2)=[CH:15][N:14]=[C:13]([NH:18][CH2:19][CH2:20][O:21][CH3:22])[CH:12]=3)=[CH:6][C:5]([NH:26][C:27]([NH:29][C:30]2[CH:35]=[CH:34][CH:33]=[CH:32][C:31]=2[F:36])=[O:28])=[C:4]([F:37])[CH:3]=1.[CH3:38][S:39]([OH:42])(=[O:41])=[O:40].